Dataset: Catalyst prediction with 721,799 reactions and 888 catalyst types from USPTO. Task: Predict which catalyst facilitates the given reaction. (1) Reactant: [NH2:1][C:2]1[CH:3]=[C:4]([CH:8]=[CH:9][C:10]=1[NH2:11])[C:5]([OH:7])=[O:6].S(S([O-])=O)([O-])(=O)=O.[Na+].[Na+].[F:21][C:22]([F:39])([F:38])[C:23]1[CH:37]=[CH:36][CH:35]=[CH:34][C:24]=1[O:25][C:26]1[CH:33]=[CH:32][C:29]([CH:30]=O)=[CH:28][CH:27]=1. Product: [F:21][C:22]([F:38])([F:39])[C:23]1[CH:37]=[CH:36][CH:35]=[CH:34][C:24]=1[O:25][C:26]1[CH:27]=[CH:28][C:29]([C:30]2[NH:1][C:2]3[CH:3]=[C:4]([C:5]([OH:7])=[O:6])[CH:8]=[CH:9][C:10]=3[N:11]=2)=[CH:32][CH:33]=1. The catalyst class is: 39. (2) Reactant: [C:1]([O:5][C:6]([NH:8][CH2:9][C:10]1[C:11]([C:25]2[CH:30]=[CH:29][C:28]([CH3:31])=[CH:27][CH:26]=2)=[C:12]([CH2:21][C:22](O)=[O:23])[C:13]([CH3:20])=[N:14][C:15]=1[CH2:16][CH:17]([CH3:19])[CH3:18])=[O:7])([CH3:4])([CH3:3])[CH3:2].[S:32]1[CH:36]=[CH:35][CH:34]=[C:33]1[CH2:37][NH2:38].C(P(=O)(OCC)OCC)#N. Product: [CH2:16]([C:15]1[C:10]([CH2:9][NH:8][C:6](=[O:7])[O:5][C:1]([CH3:2])([CH3:3])[CH3:4])=[C:11]([C:25]2[CH:30]=[CH:29][C:28]([CH3:31])=[CH:27][CH:26]=2)[C:12]([CH2:21][C:22](=[O:23])[NH:38][CH2:37][C:33]2[S:32][CH:36]=[CH:35][CH:34]=2)=[C:13]([CH3:20])[N:14]=1)[CH:17]([CH3:18])[CH3:19]. The catalyst class is: 334. (3) Reactant: [F:1][C:2]([F:10])=[CH:3][CH:4]1[CH2:8][NH:7][C:6](=[O:9])[CH2:5]1. Product: [F:1][CH:2]([F:10])[CH2:3][CH:4]1[CH2:8][NH:7][C:6](=[O:9])[CH2:5]1. The catalyst class is: 43. (4) Reactant: C(OC(=O)[NH:7][C:8]1[CH:13]=[CH:12][C:11]([N:14]2[CH2:19][CH2:18][N:17]([CH3:20])[CH2:16][CH2:15]2)=[C:10]([Cl:21])[CH:9]=1)(C)(C)C.O.C([O-])(O)=O.[Na+]. Product: [Cl:21][C:10]1[CH:9]=[C:8]([NH2:7])[CH:13]=[CH:12][C:11]=1[N:14]1[CH2:15][CH2:16][N:17]([CH3:20])[CH2:18][CH2:19]1. The catalyst class is: 89. (5) Reactant: [C:1]([C:5]1[CH:6]=[C:7]([CH:42]=[C:43]([C:45]([O:47][CH3:48])=[O:46])[CH:44]=1)[CH2:8][C:9]1([CH2:19][CH2:20][CH2:21][S:22][C:23]([C:36]2[CH:41]=[CH:40][CH:39]=[CH:38][CH:37]=2)([C:30]2[CH:35]=[CH:34][CH:33]=[CH:32][CH:31]=2)[C:24]2[CH:29]=[CH:28][CH:27]=[CH:26][CH:25]=2)[C:14](=[O:15])[O:13]C(C)(C)[O:11][C:10]1=[O:18])([CH3:4])([CH3:3])[CH3:2].[OH-].[Na+]. The catalyst class is: 38. Product: [C:1]([C:5]1[CH:6]=[C:7]([CH:42]=[C:43]([C:45]([O:47][CH3:48])=[O:46])[CH:44]=1)[CH2:8][C:9]([CH2:19][CH2:20][CH2:21][S:22][C:23]([C:36]1[CH:41]=[CH:40][CH:39]=[CH:38][CH:37]=1)([C:30]1[CH:31]=[CH:32][CH:33]=[CH:34][CH:35]=1)[C:24]1[CH:25]=[CH:26][CH:27]=[CH:28][CH:29]=1)([C:10]([OH:18])=[O:11])[C:14]([OH:15])=[O:13])([CH3:4])([CH3:2])[CH3:3]. (6) Reactant: [NH2:1][C@H:2]([C:8]([OH:10])=O)[CH2:3][CH2:4][C:5]([OH:7])=[O:6].[CH3:11][OH:12].[C:13]([O-])([O-])=O.[Na+].[Na+].[C:19]([O:23][C:24](O[C:24]([O:23][C:19]([CH3:22])([CH3:21])[CH3:20])=[O:25])=[O:25])([CH3:22])([CH3:21])[CH3:20]. Product: [CH3:11][O:12][C:8](=[O:10])[C@@H:2]([NH:1][C:24]([O:23][C:19]([CH3:22])([CH3:21])[CH3:20])=[O:25])[CH2:3][CH2:4][C:5]([O:7][CH3:13])=[O:6]. The catalyst class is: 69. (7) Reactant: [Br:1][C:2]1[CH:7]=[CH:6][C:5]([O:8][CH:9]=[CH2:10])=[CH:4][CH:3]=1.Cl[CH2:12]I.ClC(Cl)C.C([Zn]CC)C. Product: [Br:1][C:2]1[CH:7]=[CH:6][C:5]([O:8][CH:9]2[CH2:12][CH2:10]2)=[CH:4][CH:3]=1. The catalyst class is: 625.